Predict the product of the given reaction. From a dataset of Forward reaction prediction with 1.9M reactions from USPTO patents (1976-2016). (1) Given the reactants O[CH2:2][CH2:3][N:4]1[C:13]2[N:12]=[C:11]([C:14]#[N:15])[N:10]=[C:9]([N:16]3[CH2:21][CH2:20][CH2:19][CH2:18][CH2:17]3)[C:8]=2[NH:7][CH2:6][CH2:5]1.C1(P(C2C=CC=CC=2)C2C=CC=CC=2)C=CC=CC=1.[C:41]1(=[O:51])[NH:45][C:44](=[O:46])[C:43]2=[CH:47][CH:48]=[CH:49][CH:50]=[C:42]12.CCOC(/N=N/C(OCC)=O)=O, predict the reaction product. The product is: [O:46]=[C:44]1[C:43]2[C:42](=[CH:50][CH:49]=[CH:48][CH:47]=2)[C:41](=[O:51])[N:45]1[CH2:2][CH2:3][N:4]1[C:13]2[N:12]=[C:11]([C:14]#[N:15])[N:10]=[C:9]([N:16]3[CH2:21][CH2:20][CH2:19][CH2:18][CH2:17]3)[C:8]=2[NH:7][CH2:6][CH2:5]1. (2) Given the reactants [CH2:1]([O:3][C:4](=[O:18])[CH:5]([O:15][CH2:16][CH3:17])[CH2:6][C:7]1[CH:12]=[CH:11][C:10]([OH:13])=[CH:9][C:8]=1[CH3:14])[CH3:2].[Cl:19][C:20]1[CH:25]=[CH:24][C:23]([C:26]2[O:27][C:28]([CH3:33])=[C:29]([CH2:31]O)[N:30]=2)=[CH:22][CH:21]=1.C1(P(C2C=CC=CC=2)C2C=CC=CC=2)C=CC=CC=1.N(C(OCC)=O)=NC(OCC)=O, predict the reaction product. The product is: [CH2:1]([O:3][C:4](=[O:18])[CH:5]([O:15][CH2:16][CH3:17])[CH2:6][C:7]1[CH:12]=[CH:11][C:10]([O:13][CH2:31][C:29]2[N:30]=[C:26]([C:23]3[CH:24]=[CH:25][C:20]([Cl:19])=[CH:21][CH:22]=3)[O:27][C:28]=2[CH3:33])=[CH:9][C:8]=1[CH3:14])[CH3:2]. (3) Given the reactants FC(F)(C1C=CC=CN=1)C[N:4]([C:15]([O:17][C:18]([CH3:21])([CH3:20])[CH3:19])=[O:16])[C:5]1[N:10]=[C:9]([CH2:11]C(O)=O)[CH:8]=[CH:7][CH:6]=1.[Cl:29]N1C(=O)CCC1=O, predict the reaction product. The product is: [CH3:11][C:9]1[C:8]([Cl:29])=[CH:7][CH:6]=[C:5]([NH:4][C:15]([O:17][C:18]([CH3:21])([CH3:20])[CH3:19])=[O:16])[N:10]=1. (4) The product is: [Cl:11][C:12]1[CH:25]=[CH:24][CH:23]=[CH:22][C:13]=1[O:14][C:15]1[S:19][C:18]([CH2:20][NH2:21])=[CH:17][CH:16]=1. Given the reactants [H-].[Al+3].[Li+].[H-].[H-].[H-].[Cl-].[Al+3].[Cl-].[Cl-].[Cl:11][C:12]1[CH:25]=[CH:24][CH:23]=[CH:22][C:13]=1[O:14][C:15]1[S:19][C:18]([C:20]#[N:21])=[CH:17][CH:16]=1.N.S([O-])([O-])(=O)=O.[Mg+2], predict the reaction product. (5) The product is: [Br:1][C:2]1[S:3][C:4]([CH3:12])=[C:5]([CH2:7][CH2:8][OH:9])[N:6]=1. Given the reactants [Br:1][C:2]1[S:3][C:4]([CH3:12])=[C:5]([CH2:7][C:8](OC)=[O:9])[N:6]=1.CC(C[AlH]CC(C)C)C.Cl, predict the reaction product. (6) Given the reactants Br[C:2]1[CH:7]=[CH:6][C:5]([Br:8])=[CH:4][N:3]=1.CN[C:11]1[CH:12]=[C:13](B(O)O)[CH:14]=[CH:15][CH:16]=1.O.[CH3:21][N:22](C)C=O, predict the reaction product. The product is: [Br:8][C:5]1[CH:6]=[CH:7][C:2]([C:15]2[CH:14]=[C:13]([CH2:21][NH2:22])[CH:12]=[CH:11][CH:16]=2)=[N:3][CH:4]=1. (7) Given the reactants Cl.[Cl:2][C:3]1[CH:4]=[C:5]([NH:11][C@H:12]([CH2:18][NH:19][CH2:20][CH3:21])[CH2:13][C:14](OC)=[O:15])[CH:6]=[CH:7][C:8]=1[C:9]#[N:10].O.C(=O)(O)[O-].[Na+], predict the reaction product. The product is: [Cl:2][C:3]1[CH:4]=[C:5]([NH:11][C@H:12]2[CH2:13][C:14](=[O:15])[N:19]([CH2:20][CH3:21])[CH2:18]2)[CH:6]=[CH:7][C:8]=1[C:9]#[N:10]. (8) Given the reactants [F:1][C:2]1[CH:11]=[C:10]([C:12]([O:14][CH3:15])=[O:13])[CH:9]=[CH:8][C:3]=1[C:4]([O:6][CH3:7])=[O:5].[N+:16]([O-])([OH:18])=[O:17], predict the reaction product. The product is: [CH3:7][O:6][C:4](=[O:5])[C:3]1[CH:8]=[C:9]([N+:16]([O-:18])=[O:17])[C:10]([C:12]([O:14][CH3:15])=[O:13])=[CH:11][C:2]=1[F:1]. (9) Given the reactants [OH:1][CH:2]1[CH2:7][CH2:6][CH:5]([C:8]2[CH:13]=[CH:12][C:11]([OH:14])=[CH:10][CH:9]=2)[CH2:4][CH2:3]1.[Br:15][CH2:16][CH2:17][CH2:18][CH2:19][CH2:20][CH2:21][CH2:22][CH2:23][CH2:24][CH2:25][CH2:26]Br.C([O-])([O-])=O.[K+].[K+], predict the reaction product. The product is: [Br:15][CH2:16][CH2:17][CH2:18][CH2:19][CH2:20][CH2:21][CH2:22][CH2:23][CH2:24][CH2:25][CH2:26][O:14][C:11]1[CH:10]=[CH:9][C:8]([CH:5]2[CH2:4][CH2:3][CH:2]([OH:1])[CH2:7][CH2:6]2)=[CH:13][CH:12]=1.